Dataset: Catalyst prediction with 721,799 reactions and 888 catalyst types from USPTO. Task: Predict which catalyst facilitates the given reaction. Reactant: [C:1](Cl)(Cl)=[O:2].N1C=CC=CC=1.[CH3:11][CH:12]1[N:16]([CH:17]2[CH2:22][CH2:21][O:20][CH2:19][CH2:18]2)[C:15](=[O:23])[NH:14][CH2:13]1.[CH3:24][N:25]1[CH:29]=[C:28]([C:30]2[CH:35]=[C:34]([O:36][C:37]3[CH:38]=[CH:39][C:40]([NH2:43])=[N:41][CH:42]=3)[CH:33]=[CH:32][N:31]=2)[CH:27]=[N:26]1. Product: [CH3:11][CH:12]1[CH2:13][N:14]([C:1]([NH:43][C:40]2[CH:39]=[CH:38][C:37]([O:36][C:34]3[CH:33]=[CH:32][N:31]=[C:30]([C:28]4[CH:27]=[N:26][N:25]([CH3:24])[CH:29]=4)[CH:35]=3)=[CH:42][N:41]=2)=[O:2])[C:15](=[O:23])[N:16]1[CH:17]1[CH2:22][CH2:21][O:20][CH2:19][CH2:18]1. The catalyst class is: 2.